This data is from Full USPTO retrosynthesis dataset with 1.9M reactions from patents (1976-2016). The task is: Predict the reactants needed to synthesize the given product. (1) Given the product [C:2]([CH:3]([C:15](=[O:17])[CH3:16])[C:4]([O:6][C:7]([CH3:10])([CH3:9])[CH3:8])=[O:5])(=[O:1])[CH3:11], predict the reactants needed to synthesize it. The reactants are: [O:1]=[C:2]([CH3:11])[CH2:3][C:4]([O:6][C:7]([CH3:10])([CH3:9])[CH3:8])=[O:5].[Cl-].[Mg+2].[Cl-].[C:15](Cl)(=[O:17])[CH3:16].Cl. (2) Given the product [N:56]1([CH2:57][C@@H:76]2[C@H:73]([NH:72][C:23](=[O:25])/[C:22](=[N:21]\[O:20][C:17]3([C:15]([O:14][CH:1]([C:8]4[CH:13]=[CH:12][CH:11]=[CH:10][CH:9]=4)[C:2]4[CH:3]=[CH:4][CH:5]=[CH:6][CH:7]=4)=[O:16])[CH2:18][CH2:19]3)/[C:26]3[N:27]=[C:28]([NH:31][C:32]([O:34][C:35]([CH3:36])([CH3:37])[CH3:38])=[O:33])[S:29][CH:30]=3)[C:74](=[O:77])[NH:75]2)[CH:45]=[N:41][CH:42]=[N:64]1, predict the reactants needed to synthesize it. The reactants are: [CH:1]([O:14][C:15]([C:17]1([O:20]/[N:21]=[C:22](/[C:26]2[N:27]=[C:28]([NH:31][C:32]([O:34][C:35]([CH3:38])([CH3:37])[CH3:36])=[O:33])[S:29][CH:30]=2)\[C:23]([OH:25])=O)[CH2:19][CH2:18]1)=[O:16])([C:8]1[CH:13]=[CH:12][CH:11]=[CH:10][CH:9]=1)[C:2]1[CH:7]=[CH:6][CH:5]=[CH:4][CH:3]=1.CC[N:41]([CH:45](C)C)[CH:42](C)C.CN(C(O[N:56]1[N:64]=NC2C=CC=N[C:57]1=2)=[N+](C)C)C.F[P-](F)(F)(F)(F)F.[NH2:72][CH:73]1[CH2:76][NH:75][C:74]1=[O:77]. (3) Given the product [NH2:1][C:2]1[N:3]=[C:4]2[NH:31][N:32]=[CH:23][C:5]2=[C:6]([NH:8][CH2:9][C:10]([NH:12][C:13]2[CH:18]=[CH:17][CH:16]=[C:15]([C:19]([F:22])([F:21])[F:20])[CH:14]=2)=[O:11])[N:7]=1, predict the reactants needed to synthesize it. The reactants are: [NH2:1][C:2]1[N:7]=[C:6]([NH:8][CH2:9][C:10]([NH:12][C:13]2[CH:18]=[CH:17][CH:16]=[C:15]([C:19]([F:22])([F:21])[F:20])[CH:14]=2)=[O:11])[C:5]([CH:23]=O)=[C:4](Cl)[N:3]=1.C(O)(C)C.O.[NH2:31][NH2:32]. (4) Given the product [CH2:45]([NH:10][C:11]1[N:12]=[CH:13][C:14]([N:24]([CH3:25])[C:26](=[O:44])[C:27]([C:30]2[CH:35]=[C:34]([C:36]([F:38])([F:37])[F:39])[CH:33]=[C:32]([C:40]([F:41])([F:42])[F:43])[CH:31]=2)([CH3:29])[CH3:28])=[C:15]([C:17]2[CH:22]=[CH:21][CH:20]=[CH:19][C:18]=2[CH3:23])[CH:16]=1)[C:46]1[CH:47]=[CH:48][CH:49]=[CH:50][CH:51]=1, predict the reactants needed to synthesize it. The reactants are: C(OC(=O)[N:10]([CH2:45][C:46]1[CH:51]=[CH:50][CH:49]=[CH:48][CH:47]=1)[C:11]1[CH:16]=[C:15]([C:17]2[CH:22]=[CH:21][CH:20]=[CH:19][C:18]=2[CH3:23])[C:14]([N:24]([C:26](=[O:44])[C:27]([C:30]2[CH:35]=[C:34]([C:36]([F:39])([F:38])[F:37])[CH:33]=[C:32]([C:40]([F:43])([F:42])[F:41])[CH:31]=2)([CH3:29])[CH3:28])[CH3:25])=[CH:13][N:12]=1)C1C=CC=CC=1.